Dataset: Full USPTO retrosynthesis dataset with 1.9M reactions from patents (1976-2016). Task: Predict the reactants needed to synthesize the given product. (1) Given the product [O:30]=[C:10]1[CH:9]([CH2:8][CH:5]2[CH2:6][CH2:7][C:2](=[O:1])[CH2:3][CH2:4]2)[CH2:13][CH:12]([O:14][C:15](=[O:20])[C:16]([CH3:19])([CH3:18])[CH3:17])[CH:11]1[C:21]1[C:22]([CH3:29])=[CH:23][C:24]([CH3:28])=[CH:25][C:26]=1[CH3:27], predict the reactants needed to synthesize it. The reactants are: [OH:1][CH:2]1[CH2:7][CH2:6][CH:5]([CH2:8][CH:9]2[CH2:13][CH:12]([O:14][C:15](=[O:20])[C:16]([CH3:19])([CH3:18])[CH3:17])[CH:11]([C:21]3[C:26]([CH3:27])=[CH:25][C:24]([CH3:28])=[CH:23][C:22]=3[CH3:29])[C:10]2=[O:30])[CH2:4][CH2:3]1.CC(C)=O.OS(O)(=O)=O.O=[Cr](=O)=O.O. (2) Given the product [Cl:1][C:2]1[CH:3]=[CH:4][C:5]2[N:6]([C:8]([C:18]3[CH:23]=[CH:22][N:21]=[C:20]([C:24]4[CH:29]=[CH:28][C:27]([CH2:30][N:32]5[CH2:36][CH2:35][CH2:34][CH2:33]5)=[CH:26][CH:25]=4)[CH:19]=3)=[C:9]([C:11]3[CH:16]=[CH:15][CH:14]=[C:13]([CH3:17])[N:12]=3)[N:10]=2)[CH:7]=1, predict the reactants needed to synthesize it. The reactants are: [Cl:1][C:2]1[CH:3]=[CH:4][C:5]2[N:6]([C:8]([C:18]3[CH:23]=[CH:22][N:21]=[C:20]([C:24]4[CH:29]=[CH:28][C:27]([CH:30]=O)=[CH:26][CH:25]=4)[CH:19]=3)=[C:9]([C:11]3[CH:16]=[CH:15][CH:14]=[C:13]([CH3:17])[N:12]=3)[N:10]=2)[CH:7]=1.[NH:32]1[CH2:36][CH2:35][CH2:34][CH2:33]1. (3) Given the product [CH3:9][C:8]1([C:5]2[CH:6]=[CH:7][C:2]([OH:1])=[C:3]([N+:11]([O-:13])=[O:12])[CH:4]=2)[O:16][CH2:15][CH2:14][O:10]1, predict the reactants needed to synthesize it. The reactants are: [OH:1][C:2]1[CH:7]=[CH:6][C:5]([C:8](=[O:10])[CH3:9])=[CH:4][C:3]=1[N+:11]([O-:13])=[O:12].[CH2:14](O)[CH2:15][OH:16].O.C1(C)C=CC(S(O)(=O)=O)=CC=1. (4) Given the product [Cl:1][C:2]1[CH:7]=[CH:6][CH:5]=[CH:4][C:3]=1[N:8]1[C:12]([S:13][C:14]2[CH:19]=[CH:18][CH:17]=[C:16]([CH3:20])[N:15]=2)=[CH:11][C:10]([CH2:21][NH:24][CH3:23])=[N:9]1, predict the reactants needed to synthesize it. The reactants are: [Cl:1][C:2]1[CH:7]=[CH:6][CH:5]=[CH:4][C:3]=1[N:8]1[C:12]([S:13][C:14]2[CH:19]=[CH:18][CH:17]=[C:16]([CH3:20])[N:15]=2)=[CH:11][C:10]([CH:21]=O)=[N:9]1.[CH3:23][NH2:24].CO.CO.[BH4-].[Na+].